Dataset: Reaction yield outcomes from USPTO patents with 853,638 reactions. Task: Predict the reaction yield, written as a fraction of the theoretical maximum amount of product (1.0 means a 100% yield; for example, 0.34 means a 34% yield). The reactants are [CH3:1][C:2]1([CH3:8])[O:7][CH2:6][CH2:5][NH:4][CH2:3]1.[Cl:9][CH2:10][CH:11]=O.C(O[BH-](OC(=O)C)OC(=O)C)(=O)C.[Na+]. The catalyst is ClCCl.[OH-].[Na+]. The product is [Cl:9][CH2:10][CH2:11][N:4]1[CH2:5][CH2:6][O:7][C:2]([CH3:8])([CH3:1])[CH2:3]1. The yield is 0.940.